This data is from Reaction yield outcomes from USPTO patents with 853,638 reactions. The task is: Predict the reaction yield, written as a fraction of the theoretical maximum amount of product (1.0 means a 100% yield; for example, 0.34 means a 34% yield). The reactants are [CH3:1][O:2][C:3](=[O:18])[CH:4]([NH:10][C:11]([O:13][C:14]([CH3:17])([CH3:16])[CH3:15])=[O:12])[CH2:5][O:6][CH2:7][CH:8]=C.C(Cl)Cl.[CH3:22][OH:23]. No catalyst specified. The product is [CH3:1][O:2][C:3]([CH:4]1[CH2:5][O:6][CH2:7][CH:8]([O:23][CH3:22])[N:10]1[C:11]([O:13][C:14]([CH3:17])([CH3:16])[CH3:15])=[O:12])=[O:18]. The yield is 0.780.